The task is: Predict the reactants needed to synthesize the given product.. This data is from Retrosynthesis with 50K atom-mapped reactions and 10 reaction types from USPTO. Given the product CCOCc1cc(-c2ccc3c(c2)c2cc(-c4ccc(Cl)cc4Cl)c(=O)n(C)c2n3C)[nH]n1, predict the reactants needed to synthesize it. The reactants are: CCOCC(=O)CC(=O)c1ccc2c(c1)c1cc(-c3ccc(Cl)cc3Cl)c(=O)n(C)c1n2C.NN.